The task is: Predict the reactants needed to synthesize the given product.. This data is from Full USPTO retrosynthesis dataset with 1.9M reactions from patents (1976-2016). (1) Given the product [CH3:21][C:9]1[CH:10]=[CH:11][C:6]([CH2:5][NH:4][CH:3]2[CH2:17][CH2:18][N:13]([CH3:12])[CH2:14][CH2:15]2)=[CH:7][CH:8]=1, predict the reactants needed to synthesize it. The reactants are: CO.[CH3:3][NH:4][CH2:5][C:6]1[CH:11]=[CH:10][CH:9]=[CH:8][CH:7]=1.[CH3:12][N:13]1[CH2:18][CH2:17]C(=O)[CH2:15][CH2:14]1.[BH3-][C:21]#N.[Na+]. (2) Given the product [F:1][C:2]1[CH:7]=[CH:6][C:5]([CH:8]2[CH:13]([C:16]3[CH:21]=[CH:20][C:19]([S:22][CH3:23])=[CH:18][CH:17]=3)[CH:14]=[N:26][NH:25][C:9]2=[O:10])=[CH:4][CH:3]=1, predict the reactants needed to synthesize it. The reactants are: [F:1][C:2]1[CH:7]=[CH:6][C:5]([CH:8]([CH:13]([C:16]2[CH:21]=[CH:20][C:19]([S:22][CH3:23])=[CH:18][CH:17]=2)[CH:14]=O)[C:9](OC)=[O:10])=[CH:4][CH:3]=1.O.[NH2:25][NH2:26].